Task: Predict the product of the given reaction.. Dataset: Forward reaction prediction with 1.9M reactions from USPTO patents (1976-2016) (1) Given the reactants Cl.C(O[C:5]([C:7]1[CH:8]=[C:9]2[C:13](=[CH:14][CH:15]=1)[NH:12][N:11]=[C:10]2[C:16]1[CH:21]=[CH:20][C:19]([F:22])=[CH:18][CH:17]=1)=[NH:6])C.C(N(CC)CC)C.[Cl:30][C:31]1[CH:40]=[CH:39][C:34]([C:35]([NH:37][NH2:38])=O)=[CH:33][CH:32]=1, predict the reaction product. The product is: [Cl:30][C:31]1[CH:40]=[CH:39][C:34]([C:35]2[NH:6][C:5]([C:7]3[CH:8]=[C:9]4[C:13](=[CH:14][CH:15]=3)[NH:12][N:11]=[C:10]4[C:16]3[CH:21]=[CH:20][C:19]([F:22])=[CH:18][CH:17]=3)=[N:38][N:37]=2)=[CH:33][CH:32]=1. (2) Given the reactants C1C=CC2N(O)N=NC=2C=1.CCN=C=NCCCN(C)C.Cl.[CH3:23][O:24][C:25](=[O:31])[CH:26]([F:30])[C:27](O)=[O:28].[C:32]1([C:39]2[CH:44]=[CH:43][CH:42]=[CH:41][CH:40]=2)[CH:37]=[CH:36][C:35]([NH2:38])=[CH:34][CH:33]=1, predict the reaction product. The product is: [CH3:23][O:24][C:25](=[O:31])[CH:26]([F:30])[C:27]([NH:38][C:35]1[CH:34]=[CH:33][C:32]([C:39]2[CH:44]=[CH:43][CH:42]=[CH:41][CH:40]=2)=[CH:37][CH:36]=1)=[O:28]. (3) The product is: [CH:32]1([CH2:31][O:30][C:22]2[CH:23]=[C:24]([O:28][CH3:29])[C:25]([F:27])=[CH:26][C:21]=2[C:20]2[C:15]3[NH:14][C:13]([CH3:35])=[C:12]([C:10]([NH:9][C@H:6]4[CH2:7][CH2:8][C@@H:3]([NH:2][C:41](=[O:42])[C@@H:40]([OH:39])[CH3:44])[CH2:4][CH2:5]4)=[O:11])[C:16]=3[N:17]=[CH:18][N:19]=2)[CH2:34][CH2:33]1. Given the reactants Cl.[NH2:2][C@@H:3]1[CH2:8][CH2:7][C@H:6]([NH:9][C:10]([C:12]2[C:16]3[N:17]=[CH:18][N:19]=[C:20]([C:21]4[CH:26]=[C:25]([F:27])[C:24]([O:28][CH3:29])=[CH:23][C:22]=4[O:30][CH2:31][CH:32]4[CH2:34][CH2:33]4)[C:15]=3[NH:14][C:13]=2[CH3:35])=[O:11])[CH2:5][CH2:4]1.C([O:39][C@@H:40]([CH3:44])[C:41](Cl)=[O:42])(=O)C, predict the reaction product. (4) Given the reactants [C:1]([O-])(=O)C.[Na+].[NH2:6][C:7]1[CH:8]=[C:9]([C:20]2[CH:21]=[N:22][C:23]([N:26]3[CH2:31][CH2:30][C:29]([CH2:37][CH3:38])([C:32]([O:34][CH2:35][CH3:36])=[O:33])[CH2:28][CH2:27]3)=[N:24][CH:25]=2)[CH:10]=[C:11]([C:14]2[CH:19]=[CH:18][CH:17]=[CH:16][N:15]=2)[C:12]=1[NH2:13].[CH2:39]([N:41](CC)[C:42]([NH2:44])=[O:43])[CH3:40].[N+](C1C=CC(CSC(=N)N)=CC=1)([O-])=O, predict the reaction product. The product is: [CH2:37]([C:29]1([C:32]([O:34][CH2:35][CH3:36])=[O:33])[CH2:30][CH2:31][N:26]([C:23]2[N:22]=[CH:21][C:20]([C:9]3[CH:10]=[C:11]([C:14]4[CH:19]=[CH:18][CH:17]=[CH:16][N:15]=4)[C:12]4[NH:13][C:1]([NH:44][C:42]([NH:41][CH2:39][CH3:40])=[O:43])=[N:6][C:7]=4[CH:8]=3)=[CH:25][N:24]=2)[CH2:27][CH2:28]1)[CH3:38]. (5) Given the reactants [Br:1][C:2]1[C:3]([O:16][C:17]2[CH:22]=[CH:21][C:20]([N+:23]([O-])=O)=[CH:19][C:18]=2[F:26])=[C:4]2[C:9](=[CH:10][CH:11]=1)[N:8]([C:12](=[O:14])[CH3:13])[C@@H:7]([CH3:15])[CH2:6][CH2:5]2.[Cl-].[NH4+].O1CCCC1.C(O)C, predict the reaction product. The product is: [NH2:23][C:20]1[CH:21]=[CH:22][C:17]([O:16][C:3]2[C:2]([Br:1])=[CH:11][CH:10]=[C:9]3[C:4]=2[CH2:5][CH2:6][C@H:7]([CH3:15])[N:8]3[C:12](=[O:14])[CH3:13])=[C:18]([F:26])[CH:19]=1. (6) Given the reactants I[C:2]1[CH:3]=[C:4]2[C:9](=[CH:10][CH:11]=1)[N:8]1[CH:12]=[CH:13][N:14]=[C:7]1[CH:6]=[CH:5]2.[CH2:15]([CH:17]([CH2:25][CH2:26][CH2:27][CH3:28])[CH2:18][O:19][C:20](=[O:24])[CH2:21][CH2:22][SH:23])[CH3:16].CCN(C(C)C)C(C)C.C1(P(C2C=CC=CC=2)C2C3OC4C(=CC=CC=4P(C4C=CC=CC=4)C4C=CC=CC=4)C(C)(C)C=3C=CC=2)C=CC=CC=1, predict the reaction product. The product is: [CH2:15]([CH:17]([CH2:25][CH2:26][CH2:27][CH3:28])[CH2:18][O:19][C:20](=[O:24])[CH2:21][CH2:22][S:23][C:2]1[CH:3]=[C:4]2[C:9](=[CH:10][CH:11]=1)[N:8]1[CH:12]=[CH:13][N:14]=[C:7]1[CH:6]=[CH:5]2)[CH3:16]. (7) Given the reactants [CH3:1][C:2]([CH3:34])([CH3:33])[CH2:3][C:4]([NH:6][C:7]1[C:8]([CH3:32])=[C:9]([CH3:31])[C:10]2[O:14][CH2:13][CH:12]([C:15]3[CH:20]=[CH:19][C:18](/[C:21](/[CH3:28])=[CH:22]/[C:23]([O:25][CH2:26][CH3:27])=[O:24])=[CH:17][CH:16]=3)[C:11]=2[C:29]=1[CH3:30])=[O:5], predict the reaction product. The product is: [CH3:34][C:2]([CH3:1])([CH3:33])[CH2:3][C:4]([NH:6][C:7]1[C:8]([CH3:32])=[C:9]([CH3:31])[C:10]2[O:14][CH2:13][CH:12]([C:15]3[CH:20]=[CH:19][C:18]([CH:21]([CH3:28])[CH2:22][C:23]([O:25][CH2:26][CH3:27])=[O:24])=[CH:17][CH:16]=3)[C:11]=2[C:29]=1[CH3:30])=[O:5].